From a dataset of Full USPTO retrosynthesis dataset with 1.9M reactions from patents (1976-2016). Predict the reactants needed to synthesize the given product. (1) The reactants are: CO[C:3]([C:5]1[CH:10]=[CH:9][N:8]=[C:7]([C:11]2[CH:12]=[N:13][CH:14]=[CH:15][CH:16]=2)[CH:6]=1)=[O:4].N1[CH:22]=[CH:21][CH:20]=C(B(O)O)C=1.BrC1C=[C:29](C=CN=1)[C:30]([OH:32])=[O:31].[C:36]([O-])([O-])=O.[K+].[K+]. Given the product [C:21]([O:32][C:30](=[O:31])[CH2:29][C:3]([C:5]1[CH:10]=[CH:9][N:8]=[C:7]([C:11]2[CH:12]=[N:13][CH:14]=[CH:15][CH:16]=2)[CH:6]=1)=[O:4])([CH3:20])([CH3:22])[CH3:36], predict the reactants needed to synthesize it. (2) Given the product [F:31][C:8]1[CH:9]=[C:10]([N:13]2[CH2:22][CH2:21][C:20]3[C:15](=[CH:16][CH:17]=[C:18]([O:23][CH2:24][C@@H:25]4[CH2:29][CH2:28][CH2:27][O:26]4)[CH:19]=3)[C:14]2=[O:30])[CH:11]=[CH:12][C:7]=1[N:4]1[CH2:5][CH2:6][C@@H:2]([NH:1][CH2:33][CH2:34][CH2:35][O:36][CH3:37])[CH2:3]1, predict the reactants needed to synthesize it. The reactants are: [NH2:1][C@@H:2]1[CH2:6][CH2:5][N:4]([C:7]2[CH:12]=[CH:11][C:10]([N:13]3[CH2:22][CH2:21][C:20]4[C:15](=[CH:16][CH:17]=[C:18]([O:23][CH2:24][C@@H:25]5[CH2:29][CH2:28][CH2:27][O:26]5)[CH:19]=4)[C:14]3=[O:30])=[CH:9][C:8]=2[F:31])[CH2:3]1.Br[CH2:33][CH2:34][CH2:35][O:36][CH3:37]. (3) Given the product [CH3:9][S:8][C:5]1[CH:6]=[CH:7][C:2]([B:17]([OH:18])[OH:16])=[CH:3][CH:4]=1, predict the reactants needed to synthesize it. The reactants are: Br[C:2]1[CH:7]=[CH:6][C:5]([S:8][CH3:9])=[CH:4][CH:3]=1.C([Li])CCC.C[O:16][B:17](OC)[O:18]C.[OH-].[Na+].C(O)(=O)CC(CC(O)=O)(C(O)=O)O. (4) The reactants are: CC(CCCC1C=CC=CC=1)C(O)=O.[OH:15][CH2:16][C@H:17]([NH:24][C:25](=[O:37])[C@@H:26]([CH3:36])[CH2:27][CH2:28][CH2:29][C:30]1[CH:35]=[CH:34][CH:33]=[CH:32][CH:31]=1)[C:18]1[CH:23]=[CH:22][CH:21]=[CH:20][CH:19]=1. Given the product [OH:15][CH2:16][C@H:17]([NH:24][C:25](=[O:37])[C@H:26]([CH3:36])[CH2:27][CH2:28][CH2:29][C:30]1[CH:35]=[CH:34][CH:33]=[CH:32][CH:31]=1)[C:18]1[CH:23]=[CH:22][CH:21]=[CH:20][CH:19]=1, predict the reactants needed to synthesize it. (5) Given the product [CH2:8]([N:5]1[CH2:6][CH2:7][CH:2]([N:1]=[CH:15][C:17]2[CH:22]=[CH:21][N:20]=[CH:19][CH:18]=2)[CH2:3][CH2:4]1)[C:9]1[CH:14]=[CH:13][CH:12]=[CH:11][CH:10]=1, predict the reactants needed to synthesize it. The reactants are: [NH2:1][CH:2]1[CH2:7][CH2:6][N:5]([CH2:8][C:9]2[CH:14]=[CH:13][CH:12]=[CH:11][CH:10]=2)[CH2:4][CH2:3]1.[CH:15]([C:17]1[CH:22]=[CH:21][N:20]=[CH:19][CH:18]=1)=O. (6) The reactants are: [H-].[Na+].[Br:3][C:4]1[CH:9]=[CH:8][C:7]([OH:10])=[C:6]([C:11]([F:14])([F:13])[F:12])[CH:5]=1.Cl[CH2:16][O:17][CH2:18][CH2:19][O:20][CH3:21]. Given the product [Br:3][C:4]1[CH:9]=[CH:8][C:7]([O:10][CH2:16][O:17][CH2:18][CH2:19][O:20][CH3:21])=[C:6]([C:11]([F:12])([F:13])[F:14])[CH:5]=1, predict the reactants needed to synthesize it. (7) Given the product [C:1]([O:7][CH2:8][N:9]1[C:18](=[O:19])[C:17]2[C:12](=[CH:13][C:14]([O:21][CH2:22][C:23]3[CH:28]=[CH:27][CH:26]=[CH:25][CH:24]=3)=[CH:15][C:16]=2[O:20][CH2:48][CH2:47][Cl:46])[N:11]=[CH:10]1)(=[O:6])[C:2]([CH3:5])([CH3:4])[CH3:3], predict the reactants needed to synthesize it. The reactants are: [C:1]([O:7][CH2:8][N:9]1[C:18](=[O:19])[C:17]2[C:12](=[CH:13][C:14]([O:21][CH2:22][C:23]3[CH:28]=[CH:27][CH:26]=[CH:25][CH:24]=3)=[CH:15][C:16]=2[OH:20])[N:11]=[CH:10]1)(=[O:6])[C:2]([CH3:5])([CH3:4])[CH3:3].N(C1C2C(=CC=CC=2)N=CN=1)C1C=CC=CC=1.[Cl:46][CH2:47][CH2:48]O.C1(P(C2C=CC=CC=2)C2C=CC=CC=2)C=CC=CC=1.CC(OC(/N=N/C(OC(C)(C)C)=O)=O)(C)C.